This data is from Reaction yield outcomes from USPTO patents with 853,638 reactions. The task is: Predict the reaction yield, written as a fraction of the theoretical maximum amount of product (1.0 means a 100% yield; for example, 0.34 means a 34% yield). (1) The catalyst is CO. The product is [OH:26][CH:23]([CH2:24][CH3:25])[C:22]([NH:21][C:16]1[C:17]([CH3:20])=[C:18]([CH3:19])[C:13]2[O:12][CH2:11][CH:10]([C:7]3[CH:6]=[CH:5][C:4]([CH:1]([CH3:2])[CH3:3])=[CH:9][CH:8]=3)[C:14]=2[C:15]=1[CH3:28])=[O:27]. The reactants are [CH:1]([C:4]1[CH:9]=[CH:8][C:7]([CH:10]2[C:14]3[C:15]([CH3:28])=[C:16]([NH:21][C:22](=[O:27])[C:23](=[O:26])[CH2:24][CH3:25])[C:17]([CH3:20])=[C:18]([CH3:19])[C:13]=3[O:12][CH2:11]2)=[CH:6][CH:5]=1)([CH3:3])[CH3:2].[BH4-].[Na+].O. The yield is 0.720. (2) The reactants are CC1C=CC(S(O[CH2:12][C:13]([F:16])([F:15])[F:14])(=O)=O)=CC=1.[Br:17][C:18]1[CH:19]=[C:20]([OH:24])[CH:21]=[CH:22][CH:23]=1.[OH-].[Na+]. The catalyst is CN(C)C=O. The product is [Br:17][C:18]1[CH:23]=[CH:22][CH:21]=[C:20]([O:24][CH2:12][C:13]([F:16])([F:15])[F:14])[CH:19]=1. The yield is 0.310.